From a dataset of Catalyst prediction with 721,799 reactions and 888 catalyst types from USPTO. Predict which catalyst facilitates the given reaction. (1) Reactant: [NH2:1][C:2]1[NH:3][C:4](=[O:7])[NH:5][N:6]=1.[CH3:8][C:9](=O)[CH2:10][C:11](=O)[CH3:12]. Product: [CH3:8][C:9]1[CH:10]=[C:11]([CH3:12])[N:6]2[N:5]=[C:4]([OH:7])[N:3]=[C:2]2[N:1]=1. The catalyst class is: 15. (2) Product: [NH2:16][C:5]1[CH:4]=[CH:3][C:2]([Br:1])=[CH:7][C:6]=1[NH:8][C@H:9]1[CH2:10][CH2:11][C@H:12]([OH:15])[CH2:13][CH2:14]1. Reactant: [Br:1][C:2]1[CH:3]=[CH:4][C:5]([N+:16]([O-])=O)=[C:6]([NH:8][C@H:9]2[CH2:14][CH2:13][C@H:12]([OH:15])[CH2:11][CH2:10]2)[CH:7]=1.[H][H]. The catalyst class is: 8. (3) Reactant: [Br:1][C:2]1[CH:3]=[N:4][CH:5]=[CH:6][C:7]=1[CH2:8][OH:9].[H-].[Na+].[CH3:12]I. Product: [Br:1][C:2]1[CH:3]=[N:4][CH:5]=[CH:6][C:7]=1[CH2:8][O:9][CH3:12]. The catalyst class is: 1. (4) Reactant: C([O:3][C:4]([C:6]1[CH:7]=[N:8][N:9]([CH2:15][CH:16]2[CH2:18][CH2:17]2)[C:10]=1[C:11]([F:14])([F:13])[F:12])=[O:5])C.[Li+].[OH-]. Product: [CH:16]1([CH2:15][N:9]2[C:10]([C:11]([F:12])([F:13])[F:14])=[C:6]([C:4]([OH:5])=[O:3])[CH:7]=[N:8]2)[CH2:18][CH2:17]1. The catalyst class is: 24. (5) Reactant: [H-].C([Al+]CC(C)C)C(C)C.[CH2:11]([N:13]1[C:21]2[C:16](=[CH:17][CH:18]=[CH:19][CH:20]=2)[C:15]2[CH:22]=[C:23]([C:26]#N)[CH:24]=[N:25][C:14]1=2)[CH3:12].S(=O)(=O)(O)[OH:29].C(=O)([O-])O.[Na+]. Product: [CH2:11]([N:13]1[C:21]2[C:16](=[CH:17][CH:18]=[CH:19][CH:20]=2)[C:15]2[CH:22]=[C:23]([CH:26]=[O:29])[CH:24]=[N:25][C:14]1=2)[CH3:12]. The catalyst class is: 224. (6) Reactant: N.[C:2]([O:6][C:7]([N:9]([C:17]1[CH:22]=[C:21]([O:23][CH3:24])[C:20]([C:25]#[N:26])=[C:19]([CH3:27])[N:18]=1)[C:10](=[O:16])[O:11][C:12]([CH3:15])([CH3:14])[CH3:13])=[O:8])([CH3:5])([CH3:4])[CH3:3]. Product: [NH2:26][CH2:25][C:20]1[C:21]([O:23][CH3:24])=[CH:22][C:17]([N:9]([C:7]([O:6][C:2]([CH3:5])([CH3:4])[CH3:3])=[O:8])[C:10](=[O:16])[O:11][C:12]([CH3:13])([CH3:14])[CH3:15])=[N:18][C:19]=1[CH3:27]. The catalyst class is: 227. (7) Reactant: C([NH:5][S:6]([C:9]1[S:10][C:11]([C:14]2[CH:19]=[CH:18][CH:17]=[C:16]([C:20]3[N:25]=[C:24]([CH3:26])[CH:23]=[C:22]([C:27]4[CH:32]=[CH:31][C:30]([C:33]([F:36])([F:35])[F:34])=[C:29]([CH3:37])[CH:28]=4)[N:21]=3)[CH:15]=2)=[CH:12][CH:13]=1)(=[O:8])=[O:7])(C)(C)C.C(O)(C(F)(F)F)=O. The catalyst class is: 4. Product: [CH3:26][C:24]1[CH:23]=[C:22]([C:27]2[CH:32]=[CH:31][C:30]([C:33]([F:36])([F:35])[F:34])=[C:29]([CH3:37])[CH:28]=2)[N:21]=[C:20]([C:16]2[CH:15]=[C:14]([C:11]3[S:10][C:9]([S:6]([NH2:5])(=[O:7])=[O:8])=[CH:13][CH:12]=3)[CH:19]=[CH:18][CH:17]=2)[N:25]=1. (8) The catalyst class is: 106. Reactant: C([O:5][C:6](=[O:32])[CH2:7][CH2:8][C:9]([NH:28][C:29](=[O:31])[CH3:30])([CH2:19][CH2:20][C:21]([O:23]C(C)(C)C)=[O:22])[CH2:10][CH2:11][C:12]([O:14]C(C)(C)C)=[O:13])(C)(C)C. Product: [C:29]([NH:28][C:9]([CH2:10][CH2:11][C:12]([OH:14])=[O:13])([CH2:19][CH2:20][C:21]([OH:23])=[O:22])[CH2:8][CH2:7][C:6]([OH:32])=[O:5])(=[O:31])[CH3:30]. (9) Reactant: [F:1][CH:2]([CH2:14][N:15]1[CH:19]=[C:18]([C:20](=[O:33])[NH:21][CH2:22][C:23]2[CH:28]=[C:27]([C:29]([F:32])([F:31])[F:30])[CH:26]=[CH:25][N:24]=2)[N:17]=[N:16]1)[CH2:3][CH2:4][N:5]1[CH:9]=[C:8]([C:10]([O:12]C)=[O:11])[N:7]=[N:6]1.[Li+].[OH-]. Product: [F:1][CH:2]([CH2:14][N:15]1[CH:19]=[C:18]([C:20](=[O:33])[NH:21][CH2:22][C:23]2[CH:28]=[C:27]([C:29]([F:32])([F:31])[F:30])[CH:26]=[CH:25][N:24]=2)[N:17]=[N:16]1)[CH2:3][CH2:4][N:5]1[CH:9]=[C:8]([C:10]([OH:12])=[O:11])[N:7]=[N:6]1. The catalyst class is: 20.